This data is from Forward reaction prediction with 1.9M reactions from USPTO patents (1976-2016). The task is: Predict the product of the given reaction. Given the reactants Cl[C:2]1[C:7]2=[CH:8][N:9]([CH2:11][C:12]3[CH:13]=[N:14][C:15]([O:19][CH2:20][C:21]([F:24])([F:23])[F:22])=[C:16]([CH3:18])[CH:17]=3)[N:10]=[C:6]2[CH:5]=[CH:4][N:3]=1.[CH3:25][OH:26], predict the reaction product. The product is: [CH3:25][O:26][C:2]1[C:7]2=[CH:8][N:9]([CH2:11][C:12]3[CH:13]=[N:14][C:15]([O:19][CH2:20][C:21]([F:24])([F:23])[F:22])=[C:16]([CH3:18])[CH:17]=3)[N:10]=[C:6]2[CH:5]=[CH:4][N:3]=1.